Dataset: Reaction yield outcomes from USPTO patents with 853,638 reactions. Task: Predict the reaction yield, written as a fraction of the theoretical maximum amount of product (1.0 means a 100% yield; for example, 0.34 means a 34% yield). (1) The reactants are Br[C:2]1[CH:7]=[CH:6][C:5]([S:8][CH:9]2[CH2:14][C:13]([CH3:16])([CH3:15])[N:12]([CH3:17])[C:11]([CH3:19])([CH3:18])[CH2:10]2)=[CH:4][CH:3]=1.[CH3:20][C:21]1([CH3:37])[C:25]([CH3:27])([CH3:26])[O:24][B:23]([B:23]2[O:24][C:25]([CH3:27])([CH3:26])[C:21]([CH3:37])([CH3:20])[O:22]2)[O:22]1.C([O-])(=O)C.[K+]. The catalyst is O1CCOCC1. The product is [CH3:17][N:12]1[C:13]([CH3:16])([CH3:15])[CH2:14][CH:9]([S:8][C:5]2[CH:6]=[CH:7][C:2]([B:23]3[O:24][C:25]([CH3:27])([CH3:26])[C:21]([CH3:37])([CH3:20])[O:22]3)=[CH:3][CH:4]=2)[CH2:10][C:11]1([CH3:19])[CH3:18]. The yield is 0.570. (2) The reactants are [Cl:1][C:2]1[C:11]([CH:12]2[CH2:16][CH2:15][CH2:14][NH:13]2)=[CH:10][C:9]2[C:4](=[CH:5][C:6]([F:17])=[CH:7][CH:8]=2)[N:3]=1.[CH3:18][C:19]([O:22][C:23](O[C:23]([O:22][C:19]([CH3:21])([CH3:20])[CH3:18])=[O:24])=[O:24])([CH3:21])[CH3:20].CCN(CC)CC. The catalyst is C(Cl)Cl. The product is [Cl:1][C:2]1[C:11]([CH:12]2[CH2:16][CH2:15][CH2:14][N:13]2[C:23]([O:22][C:19]([CH3:21])([CH3:20])[CH3:18])=[O:24])=[CH:10][C:9]2[C:4](=[CH:5][C:6]([F:17])=[CH:7][CH:8]=2)[N:3]=1. The yield is 0.630. (3) The reactants are Cl[C:2]1[N:11]=[C:10]([NH:12][CH2:13][CH:14]([C:21]2[CH:26]=[CH:25][CH:24]=[CH:23][CH:22]=2)[C:15]2[CH:20]=[CH:19][CH:18]=[CH:17][CH:16]=2)[C:9]2[C:4](=[CH:5][CH:6]=[CH:7][CH:8]=2)[N:3]=1.[NH:27]1[C:35]2[CH2:34][CH2:33][NH:32][CH2:31][C:30]=2[CH:29]=[CH:28]1. The catalyst is C(O)C. The product is [NH:27]1[C:35]2[CH2:34][CH2:33][N:32]([C:2]3[N:11]=[C:10]([NH:12][CH2:13][CH:14]([C:21]4[CH:26]=[CH:25][CH:24]=[CH:23][CH:22]=4)[C:15]4[CH:16]=[CH:17][CH:18]=[CH:19][CH:20]=4)[C:9]4[C:4](=[CH:5][CH:6]=[CH:7][CH:8]=4)[N:3]=3)[CH2:31][C:30]=2[CH:29]=[CH:28]1. The yield is 0.220. (4) The reactants are [NH2:1][C:2]1[C:3]([CH3:22])=[N:4][C:5]2[C:10]([N:11]=1)=[C:9]([C:12]1[NH:20][C:19]3[CH2:18][CH2:17][NH:16][C:15](=[O:21])[C:14]=3[CH:13]=1)[CH:8]=[CH:7][CH:6]=2.CCN(C(C)C)C(C)C.Cl.[NH2:33][C:34](N)=[NH:35].O. The catalyst is CS(C)=O. The product is [CH3:22][C:3]1[C:2]([NH:1][C:34]([NH2:35])=[NH:33])=[N:11][C:10]2[C:5]([N:4]=1)=[CH:6][CH:7]=[CH:8][C:9]=2[C:12]1[NH:20][C:19]2[CH2:18][CH2:17][NH:16][C:15](=[O:21])[C:14]=2[CH:13]=1. The yield is 0.110. (5) The yield is 0.620. The reactants are [Cl:1][C:2]1[CH:3]=[CH:4][C:5]2[N:6]=[C:7]([CH:20](Cl)[CH3:21])[N:8]3[C:16]4[CH:15]=[CH:14][CH:13]=[C:12]([F:17])[C:11]=4[CH:10]=[C:9]3[C:18]=2[N:19]=1.[F:23][CH:24]1[CH2:27][NH:26][CH2:25]1.C([O-])([O-])=O.[K+].[K+]. The product is [Cl:1][C:2]1[CH:3]=[CH:4][C:5]2[N:6]=[C:7]([CH:20]([N:26]3[CH2:27][CH:24]([F:23])[CH2:25]3)[CH3:21])[N:8]3[C:16]4[CH:15]=[CH:14][CH:13]=[C:12]([F:17])[C:11]=4[CH:10]=[C:9]3[C:18]=2[N:19]=1. The catalyst is CN(C=O)C. (6) The reactants are C1C(=O)N([Br:8])C(=O)C1.[CH3:9][C:10]1[S:14][C:13]([C:15]([O:17][CH3:18])=[O:16])=[CH:12][C:11]=1[C:19]1[N:23]([CH3:24])[N:22]=[CH:21][CH:20]=1. The catalyst is O1CCCC1. The product is [Br:8][C:20]1[CH:21]=[N:22][N:23]([CH3:24])[C:19]=1[C:11]1[CH:12]=[C:13]([C:15]([O:17][CH3:18])=[O:16])[S:14][C:10]=1[CH3:9]. The yield is 0.920.